From a dataset of Reaction yield outcomes from USPTO patents with 853,638 reactions. Predict the reaction yield, written as a fraction of the theoretical maximum amount of product (1.0 means a 100% yield; for example, 0.34 means a 34% yield). (1) The reactants are [F:1][C:2]1[C:7]([OH:8])=[CH:6][CH:5]=[C:4]([F:9])[C:3]=1[C:10]([NH2:12])=[O:11].[Br:13][C:14]1[CH:15]=[CH:16][C:17]2[S:21][C:20]([CH2:22]Br)=[N:19][C:18]=2[CH:24]=1. No catalyst specified. The product is [Br:13][C:14]1[CH:15]=[CH:16][C:17]2[S:21][C:20]([CH2:22][O:8][C:7]3[C:2]([F:1])=[C:3]([C:10]([NH2:12])=[O:11])[C:4]([F:9])=[CH:5][CH:6]=3)=[N:19][C:18]=2[CH:24]=1. The yield is 0.810. (2) The reactants are [C:1]([O:5][C:6]([N:8](C)[C@@H:9](CC)C(O)=O)=[O:7])([CH3:4])([CH3:3])[CH3:2].C(N(C(C)C)CC)(C)C.C(NC([C@H]1N2C(=O)[C@@H](N)CCC(=O)N2CCC1)=O)CC1C=CC=CC=1.C1C=CC2N(O)N=NC=2C=1.CN(C(ON1N=NC2C=CC=CC1=2)=[N+](C)C)C.F[P-](F)(F)(F)(F)F. The catalyst is CN(C=O)C.CCOCC. The product is [C:1]([O:5][C:6](=[O:7])[NH:8][CH3:9])([CH3:4])([CH3:3])[CH3:2]. The yield is 0.713. (3) The product is [CH3:1][C:2]([CH3:5])([CH:40]([O:13][CH2:9][C:10]1[CH:11]=[CH:12][CH:19]=[CH:14][CH:15]=1)[CH:41]=[CH2:42])[CH2:3][OH:38]. The yield is 0.610. The reactants are [CH3:1][C:2]([CH3:5])([O-])[CH3:3].[K+].[PH5].O1[CH2:12][CH2:11][CH2:10][CH:9]1[OH:13].[C:14]1(P(=O)(C2C=CC=CC=2)C2C=CC=CC=2)[CH:19]=CC=C[CH:15]=1.C([O:38]C)(C)(C)C.[CH3:40][CH2:41][CH2:42]CCC. The catalyst is [Br-].C[P+](C1C=CC=CC=1)(C1C=CC=CC=1)C1C=CC=CC=1.O1CCCC1.CCCCCC.C(OC)(C)(C)C. (4) The reactants are [O:1]=[C:2]1[C:10]2([C:14]3=[CH:15][C:16]4[O:20][CH2:19][O:18][C:17]=4[CH:21]=[C:13]3[O:12][CH2:11]2)[C:9]2[C:4](=[CH:5][CH:6]=[CH:7][CH:8]=2)[N:3]1[CH2:22][C:23]1[O:27][C:26]([C:28]([F:31])([F:30])[F:29])=[C:25]([C:32]([O:34]CC)=[O:33])[CH:24]=1.[OH-].[Na+]. The catalyst is C(O)C.O. The product is [O:1]=[C:2]1[C:10]2([C:14]3=[CH:15][C:16]4[O:20][CH2:19][O:18][C:17]=4[CH:21]=[C:13]3[O:12][CH2:11]2)[C:9]2[C:4](=[CH:5][CH:6]=[CH:7][CH:8]=2)[N:3]1[CH2:22][C:23]1[O:27][C:26]([C:28]([F:31])([F:30])[F:29])=[C:25]([C:32]([OH:34])=[O:33])[CH:24]=1. The yield is 0.840. (5) The reactants are [CH3:1][C:2]([O-])(C)[CH3:3].[K+].[C:7]([O:13][CH2:14][CH3:15])(=[O:12])[CH2:8][C:9]([CH3:11])=[O:10].I[CH2:17]CC. The catalyst is C1COCC1. The product is [CH2:14]([O:13][C:7](=[O:12])[CH:8]([CH:2]([CH3:3])[CH3:1])[C:9](=[O:10])[CH3:11])[CH:15]=[CH2:17]. The yield is 0.720. (6) The reactants are [OH:1][C@H:2]1[CH2:6][NH:5][C@@H:4]([C:7]([OH:9])=[O:8])[CH2:3]1.[OH-].[Na+].[CH3:12][C:13]([O:16][C:17](O[C:17]([O:16][C:13]([CH3:15])([CH3:14])[CH3:12])=[O:18])=[O:18])([CH3:15])[CH3:14].C(O)(=O)CC(CC(O)=O)(C(O)=O)O. The catalyst is C1COCC1.O. The product is [C:13]([O:16][C:17]([N:5]1[CH2:6][C@H:2]([OH:1])[CH2:3][C@@H:4]1[C:7]([OH:9])=[O:8])=[O:18])([CH3:15])([CH3:14])[CH3:12]. The yield is 0.610. (7) The reactants are [F:1][C:2]([F:13])([F:12])[C:3]1[CH:8]=[CH:7][C:6]([N:9]=[C:10]=[O:11])=[CH:5][CH:4]=1.[NH2:14][CH:15]1[CH2:20][CH2:19][N:18]([C:21]([O:23][C:24]([CH3:27])([CH3:26])[CH3:25])=[O:22])[CH2:17][CH2:16]1. The catalyst is C1COCC1. The product is [F:1][C:2]([F:12])([F:13])[C:3]1[CH:4]=[CH:5][C:6]([NH:9][C:10](=[O:11])[NH:14][CH:15]2[CH2:16][CH2:17][N:18]([C:21]([O:23][C:24]([CH3:27])([CH3:26])[CH3:25])=[O:22])[CH2:19][CH2:20]2)=[CH:7][CH:8]=1. The yield is 0.880. (8) The catalyst is C(OCC)(=O)C.C1C=CC(/C=C/C(/C=C/C2C=CC=CC=2)=O)=CC=1.C1C=CC(/C=C/C(/C=C/C2C=CC=CC=2)=O)=CC=1.C1C=CC(/C=C/C(/C=C/C2C=CC=CC=2)=O)=CC=1.[Pd].[Pd].C1(C)C(C)=CC=CC=1. The reactants are Br[C:2]1[N:6]=[CH:5][N:4]([CH2:7][O:8][CH2:9][CH2:10][Si:11]([CH3:14])([CH3:13])[CH3:12])[C:3]=1[C:15]1[CH:16]=[N:17][CH:18]=[CH:19][CH:20]=1.[CH2:21]([SH:26])[CH2:22][CH2:23][CH2:24][CH3:25].C([O-])([O-])=O.[K+].[K+].CC1(C)C2C(=C(P(C3C=CC=CC=3)C3C=CC=CC=3)C=CC=2)OC2C(P(C3C=CC=CC=3)C3C=CC=CC=3)=CC=CC1=2. The yield is 0.300. The product is [CH2:21]([S:26][C:2]1[N:6]=[CH:5][N:4]([CH2:7][O:8][CH2:9][CH2:10][Si:11]([CH3:14])([CH3:13])[CH3:12])[C:3]=1[C:15]1[CH:16]=[N:17][CH:18]=[CH:19][CH:20]=1)[CH2:22][CH2:23][CH2:24][CH3:25]. (9) The reactants are [OH:1][CH2:2][C:3]1([OH:27])[CH2:8][CH2:7][N:6]([C:9]2[CH:14]=[CH:13][C:12]([N:15]3[CH2:19][C@H:18]([CH2:20][NH:21][C:22](=[O:24])[CH3:23])[O:17][C:16]3=[O:25])=[CH:11][C:10]=2[F:26])[CH2:5][CH2:4]1.[CH3:28][S:29](Cl)(=[O:31])=[O:30].C(N(CC)CC)C. The catalyst is ClCCl. The product is [CH3:28][S:29]([O:1][CH2:2][C:3]1([OH:27])[CH2:4][CH2:5][N:6]([C:9]2[CH:14]=[CH:13][C:12]([N:15]3[CH2:19][C@H:18]([CH2:20][NH:21][C:22](=[O:24])[CH3:23])[O:17][C:16]3=[O:25])=[CH:11][C:10]=2[F:26])[CH2:7][CH2:8]1)(=[O:31])=[O:30]. The yield is 0.800.